From a dataset of Full USPTO retrosynthesis dataset with 1.9M reactions from patents (1976-2016). Predict the reactants needed to synthesize the given product. (1) Given the product [OH:2][CH2:1][P:14](=[O:19])([O:15][CH:16]([CH3:18])[CH3:17])[O:13][CH:10]([CH3:12])[CH3:11], predict the reactants needed to synthesize it. The reactants are: [CH2:1]=[O:2].C(N(CC)CC)C.[CH:10]([O:13][PH:14](=[O:19])[O:15][CH:16]([CH3:18])[CH3:17])([CH3:12])[CH3:11]. (2) Given the product [Cl:1][C:2]1[CH:32]=[CH:31][C:5]([C:6]([NH:8][C:9]2[CH:14]=[CH:13][C:12]([CH2:15][NH:16][C:17]3[C:26]4[C:21](=[CH:22][C:23](/[CH:33]=[CH:34]/[CH3:35])=[CH:24][CH:25]=4)[N:20]=[C:19]([N:28]([CH3:30])[CH3:29])[N:18]=3)=[CH:11][CH:10]=2)=[O:7])=[CH:4][N:3]=1, predict the reactants needed to synthesize it. The reactants are: [Cl:1][C:2]1[CH:32]=[CH:31][C:5]([C:6]([NH:8][C:9]2[CH:14]=[CH:13][C:12]([CH2:15][NH:16][C:17]3[C:26]4[C:21](=[CH:22][C:23](I)=[CH:24][CH:25]=4)[N:20]=[C:19]([N:28]([CH3:30])[CH3:29])[N:18]=3)=[CH:11][CH:10]=2)=[O:7])=[CH:4][N:3]=1.[CH2:33]([Sn](CCCC)(CCCC)/C=C/C)[CH2:34][CH2:35]C.Cl.